Dataset: Full USPTO retrosynthesis dataset with 1.9M reactions from patents (1976-2016). Task: Predict the reactants needed to synthesize the given product. (1) Given the product [OH:8][CH2:9][CH2:10][O:11][C:12]([C:14]1[CH:15]=[C:16]([C:21]2[CH:22]=[CH:23][C:24]([OH:27])=[CH:25][CH:26]=2)[CH:17]=[CH:18][C:19]=1[OH:20])=[O:13], predict the reactants needed to synthesize it. The reactants are: C([O:8][CH2:9][CH2:10][O:11][C:12]([C:14]1[CH:15]=[C:16]([C:21]2[CH:26]=[CH:25][C:24]([O:27]CC3C=CC=CC=3)=[CH:23][CH:22]=2)[CH:17]=[CH:18][C:19]=1[OH:20])=[O:13])C1C=CC=CC=1.C. (2) Given the product [CH2:9]([N:11]1[C:19]2[C:14](=[CH:15][CH:16]=[C:17]([C:20](=[O:22])/[CH:21]=[CH:3]/[N:4]([CH3:5])[CH3:6])[CH:18]=2)[C:13]([CH2:23][CH3:24])=[N:12]1)[CH3:10], predict the reactants needed to synthesize it. The reactants are: CO[CH:3](OC)[N:4]([CH3:6])[CH3:5].[CH2:9]([N:11]1[C:19]2[C:14](=[CH:15][CH:16]=[C:17]([C:20](=[O:22])[CH3:21])[CH:18]=2)[C:13]([CH2:23][CH3:24])=[N:12]1)[CH3:10]. (3) Given the product [C:1]([O:5][C:6](=[O:27])[NH:7][C:8]1[CH:13]=[CH:12][C:11]([C:14]2[CH:19]=[CH:18][C:17]([C:20]3[CH:21]=[CH:22][CH:23]=[CH:24][CH:25]=3)=[CH:16][CH:15]=2)=[CH:10][C:9]=1[NH:26][C:31](=[O:30])[CH2:32][C:33]([C:35]1[CH:42]=[CH:41][CH:40]=[C:37]([C:38]#[N:39])[CH:36]=1)=[O:34])([CH3:4])([CH3:2])[CH3:3], predict the reactants needed to synthesize it. The reactants are: [C:1]([O:5][C:6](=[O:27])[NH:7][C:8]1[CH:13]=[CH:12][C:11]([C:14]2[CH:19]=[CH:18][C:17]([C:20]3[CH:25]=[CH:24][CH:23]=[CH:22][CH:21]=3)=[CH:16][CH:15]=2)=[CH:10][C:9]=1[NH2:26])([CH3:4])([CH3:3])[CH3:2].CC1(C)[O:34][C:33]([C:35]2[CH:36]=[C:37]([CH:40]=[CH:41][CH:42]=2)[C:38]#[N:39])=[CH:32][C:31](=O)[O:30]1. (4) Given the product [Cl:12][C:13]1[N:14]=[CH:15][C:16]([NH:19][C:20]2[O:21][C@:22]3([CH2:30][N:31]=2)[CH:27]2[CH2:28][CH2:29][N+:24]([O-:6])([CH2:25][CH2:26]2)[CH2:23]3)=[N:17][CH:18]=1, predict the reactants needed to synthesize it. The reactants are: ClC1C=C(C=CC=1)C(OO)=[O:6].[Cl:12][C:13]1[N:14]=[CH:15][C:16]([NH:19][C:20]2[O:21][C@:22]3([CH2:30][N:31]=2)[CH:27]2[CH2:28][CH2:29][N:24]([CH2:25][CH2:26]2)[CH2:23]3)=[N:17][CH:18]=1. (5) Given the product [CH2:25]([O:24][CH2:23][CH2:22][O:12][C:10]1[CH:9]=[CH:8][C:3]([C:4]([O:6][CH3:7])=[O:5])=[C:2]([Cl:1])[CH:11]=1)[C:26]1[CH:31]=[CH:30][CH:29]=[CH:28][CH:27]=1, predict the reactants needed to synthesize it. The reactants are: [Cl:1][C:2]1[CH:11]=[C:10]([OH:12])[CH:9]=[CH:8][C:3]=1[C:4]([O:6][CH3:7])=[O:5].C(=O)([O-])[O-].[Cs+].[Cs+].[I-].[Na+].Br[CH2:22][CH2:23][O:24][CH2:25][C:26]1[CH:31]=[CH:30][CH:29]=[CH:28][CH:27]=1.